From a dataset of Forward reaction prediction with 1.9M reactions from USPTO patents (1976-2016). Predict the product of the given reaction. (1) Given the reactants C[C@H]1N[C@@H](C)CN(S(N)(=O)=O)C1.[F:13][C:14]1[C:19]([F:20])=[CH:18][CH:17]=[CH:16][C:15]=1[CH2:21][S:22][C:23]1[N:28]=[C:27]([NH:29][S:30]([N:33]2[CH2:38][C@H:37]([CH3:39])[NH:36][C@H:35]([CH3:40])[CH2:34]2)(=[O:32])=[O:31])[CH:26]=[C:25]([O:41][C@H:42](C)CO)[N:24]=1.C1(P(C2CCCCC2)C2C=CC=CC=2C2C(C(C)C)=CC(C(C)C)=CC=2C(C)C)CCCCC1.C(=O)([O-])[O-].[Cs+].[Cs+].ClC1C=C(OC)N=C(SCC2C=CC=C(F)C=2F)N=1.[Cl-].[NH4+], predict the reaction product. The product is: [F:13][C:14]1[C:19]([F:20])=[CH:18][CH:17]=[CH:16][C:15]=1[CH2:21][S:22][C:23]1[N:28]=[C:27]([NH:29][S:30]([N:33]2[CH2:38][C@H:37]([CH3:39])[NH:36][C@H:35]([CH3:40])[CH2:34]2)(=[O:31])=[O:32])[CH:26]=[C:25]([O:41][CH3:42])[N:24]=1. (2) Given the reactants [CH3:1][N:2]([CH3:21])[C:3]([C:5]1[CH:10]=[C:9]([O:11][C:12]2[CH:17]=[CH:16][C:15]([NH:18][CH3:19])=[C:14]([NH2:20])[CH:13]=2)[CH:8]=[CH:7][N:6]=1)=[O:4].[F:22][C:23]1[CH:28]=[CH:27][CH:26]=[C:25]([F:29])[C:24]=1[N:30]=[C:31]=S.CI, predict the reaction product. The product is: [CH3:1][N:2]([CH3:21])[C:3]([C:5]1[CH:10]=[C:9]([O:11][C:12]2[CH:17]=[CH:16][C:15]3[N:18]([CH3:19])[C:31]([NH:30][C:24]4[C:23]([F:22])=[CH:28][CH:27]=[CH:26][C:25]=4[F:29])=[N:20][C:14]=3[CH:13]=2)[CH:8]=[CH:7][N:6]=1)=[O:4]. (3) Given the reactants [CH2:1]([NH:5][C:6]1[CH:11]=[CH:10][CH:9]=[CH:8][CH:7]=1)[CH2:2][CH2:3][CH3:4].Cl(O)(=O)(=O)=O.[OH-:17].[NH4+:18], predict the reaction product. The product is: [CH2:1]([NH:5][C:6]1[CH:11]=[CH:10][C:9]([N:18]2[CH2:10][CH2:11][C:6](=[O:17])[CH2:7][CH2:8]2)=[CH:8][CH:7]=1)[CH2:2][CH2:3][CH3:4]. (4) Given the reactants [NH2:1][C@H:2]([C:4]([O:6][CH3:7])=[O:5])[CH3:3].Cl.[CH2:9]([C:11]1[CH:16]=[CH:15][C:14]([S:17]([OH:20])(=[O:19])=[O:18])=[CH:13][CH:12]=1)[CH3:10], predict the reaction product. The product is: [CH2:9]([C:11]1[CH:12]=[CH:13][C:14]([S:17]([OH:20])(=[O:18])=[O:19])=[CH:15][CH:16]=1)[CH3:10].[CH3:7][O:6][C:4](=[O:5])[C@H:2]([CH3:3])[NH2:1]. (5) Given the reactants [NH2:1][C:2]1[N:7]=[N:6][C:5]([CH2:8][CH2:9][CH2:10][CH2:11][N:12]2[CH:16]=[C:15]([C:17]([O:19][C:20]([CH3:23])([CH3:22])[CH3:21])=[O:18])[N:14]=[N:13]2)=[CH:4][C:3]=1Br.[CH:25]1([C:28]#[C:29][Si:30]([CH3:33])([CH3:32])[CH3:31])[CH2:27][CH2:26]1.C([O-])([O-])=O.[Na+].[Na+].[Cl-].[Li+], predict the reaction product. The product is: [CH:25]1([C:28]2[C:3]3[CH:4]=[C:5]([CH2:8][CH2:9][CH2:10][CH2:11][N:12]4[CH:16]=[C:15]([C:17]([O:19][C:20]([CH3:23])([CH3:22])[CH3:21])=[O:18])[N:14]=[N:13]4)[N:6]=[N:7][C:2]=3[NH:1][C:29]=2[Si:30]([CH3:33])([CH3:32])[CH3:31])[CH2:27][CH2:26]1. (6) Given the reactants [C:1]1([N:7]2[C:12](=[O:13])[C:11]3[S:14][CH:15]=[C:16]([C:17]4[CH:22]=[CH:21][CH:20]=[CH:19][CH:18]=4)[C:10]=3[N:9]=[CH:8]2)[CH:6]=[CH:5][CH:4]=[CH:3][CH:2]=1.N[C:24]1[C:28](C2C=CC=CC=2)=CS[C:25]=1C(OC)=O.C(OCC)(OCC)OCC.C(C1CCC(N)CC1)CC, predict the reaction product. The product is: [C:17]1([C:16]2[C:10]3[N:9]=[CH:8][N:7]([CH:1]4[CH2:6][CH2:5][CH:4]([CH2:25][CH2:24][CH3:28])[CH2:3][CH2:2]4)[C:12](=[O:13])[C:11]=3[S:14][CH:15]=2)[CH:18]=[CH:19][CH:20]=[CH:21][CH:22]=1. (7) Given the reactants [CH3:1][C:2]1[O:6][N:5]=[C:4]([C:7]2[CH:12]=[CH:11][CH:10]=[CH:9][CH:8]=2)[C:3]=1[CH2:13][O:14][C:15]1[CH:23]=[CH:22][C:18]([C:19]([OH:21])=O)=[CH:17][N:16]=1.Cl.[CH2:25]1[C:34]2[C:29](=[CH:30][CH:31]=[CH:32][CH:33]=2)[CH:28]([NH2:35])[CH2:27][O:26]1, predict the reaction product. The product is: [CH2:25]1[C:34]2[C:29](=[CH:30][CH:31]=[CH:32][CH:33]=2)[CH:28]([NH:35][C:19](=[O:21])[C:18]2[CH:22]=[CH:23][C:15]([O:14][CH2:13][C:3]3[C:4]([C:7]4[CH:8]=[CH:9][CH:10]=[CH:11][CH:12]=4)=[N:5][O:6][C:2]=3[CH3:1])=[N:16][CH:17]=2)[CH2:27][O:26]1. (8) Given the reactants [CH:1]1([N:7]([CH2:17][CH:18]2[CH2:20][CH2:19]2)[C:8]2[N:13]=[CH:12][N:11]=[C:10]([C:14]([OH:16])=O)[CH:9]=2)[CH2:6][CH2:5][CH2:4][CH2:3][CH2:2]1.[CH3:21][O:22][C:23](=[O:32])[C:24]1[CH:29]=[CH:28][C:27]([NH2:30])=[CH:26][C:25]=1[F:31], predict the reaction product. The product is: [CH:1]1([N:7]([CH2:17][CH:18]2[CH2:20][CH2:19]2)[C:8]2[N:13]=[CH:12][N:11]=[C:10]([C:14]([NH:30][C:27]3[CH:28]=[CH:29][C:24]([C:23]([O:22][CH3:21])=[O:32])=[C:25]([F:31])[CH:26]=3)=[O:16])[CH:9]=2)[CH2:2][CH2:3][CH2:4][CH2:5][CH2:6]1.